From a dataset of Experimentally validated miRNA-target interactions with 360,000+ pairs, plus equal number of negative samples. Binary Classification. Given a miRNA mature sequence and a target amino acid sequence, predict their likelihood of interaction. (1) The miRNA is hsa-miR-3689d with sequence GGGAGGUGUGAUCUCACACUCG. The protein sequence of the target gene is MASPSRRLQTKPVITCFKSVLLIYTFIFWITGVILLAVGIWGKVSLENYFSLLNEKATNVPFVLIATGTVIILLGTFGCFATCRASAWMLKLYAMFLTLVFLVELVAAIVGFVFRHEIKNSFKNNYEKALKQYNSTGDYRSHAVDKIQNTLHCCGVTDYRDWTDTNYYSEKGFPKSCCKLEDCTPQRDADKVNNEGCFIKVMTIIESEMGVVAGISFGVACFQLIGIFLAYCLSRAITNNQYEIV. Result: 1 (interaction). (2) The miRNA is hsa-miR-16-5p with sequence UAGCAGCACGUAAAUAUUGGCG. The protein sequence of the target gene is MAVSHSVKERTISENSLIILLQGLQGRVTTVDLRDESVAHGRIDNVDAFMNIRLAKVTYTDRWGHQVKLDDLFVTGRNVRYVHIPDDVNITSTIEQQLQIIHRVRNFGGKGQGRWEFPPKNCK. Result: 1 (interaction). (3) The miRNA is mmu-miR-1895 with sequence CCCCCGAGGAGGACGAGGAGGA. The protein sequence of the target gene is MNRKVTAIALAAIIWATAAQGFLMFKQGRCLCIGPGMKAVKMAEIEKASVIYPSNGCDKVEVIVTMKAHKRQRCLDPRSKQARLIMQAIEKKNFLRRQNM. Result: 0 (no interaction). (4) The miRNA is mmu-miR-297a-5p with sequence AUGUAUGUGUGCAUGUGCAUGU. The protein sequence of the target gene is MASGRGASSRWFFTREQLENTPSRRCGVEADEELSHRQQAANLIQDMGQRLNVSQLTINTAIVYMHRFYMHHSFTKFNRNIISPTALFLAAKVEEQARKLEHVIKVAHACLHPLEPLLDTKCDAYLQQTQELVLLETIMLQTLGFEITIEHPHTDVVKCTQLVRASKDLAQTSYFMATNSLHLTTFCLQYKPTVIACVCIHLACKWSNWEIPVSTDGKHWWEYVDPTVTLELLDELTHEFLQILEKTPSRLKRIRNWRAMAKKPKVDGQVSETPLLGSSLVQNSILVDSVTGVPANPSFQ.... Result: 1 (interaction). (5) The miRNA is hsa-miR-4640-5p with sequence UGGGCCAGGGAGCAGCUGGUGGG. The protein sequence of the target gene is MEAPDYEVLSVREQLFHERIRECIISTLLFATLYILCHIFLTRFKKPAEFTTVDDEDATVNKIALELCTFTLAIALGAVLLLPFSIISNEVLLSLPRNYYIQWLNGSLIHGLWNLVFLFSNLSLIFLMPFAYFFTESEGFAGSRKGVLGRVYETVVMLMLLTLLVLGMVWVASAIVDKNKANRESLYDFWEYYLPYLYSCISFLGVLLLLVCTPLGLARMFSVTGKLLVKPRLLEDLEEQLYCSAFEEAALTRRICNPTSCWLPLDMELLHRQVLALQTQRVLLEKRRKASAWQRNLGYP.... Result: 1 (interaction).